This data is from Forward reaction prediction with 1.9M reactions from USPTO patents (1976-2016). The task is: Predict the product of the given reaction. (1) Given the reactants [N:1]1[CH:6]=[CH:5][N:4]=[CH:3][C:2]=1[C:7]([OH:9])=O.FC(F)(F)C(O)=O.[NH2:17][C:18]([CH3:24])([CH3:23])[C:19]([O:21][CH3:22])=[O:20].C1C=CC2N(O)N=NC=2C=1.CCN(C(C)C)C(C)C.CCN=C=NCCCN(C)C, predict the reaction product. The product is: [CH3:23][C:18]([NH:17][C:7]([C:2]1[CH:3]=[N:4][CH:5]=[CH:6][N:1]=1)=[O:9])([CH3:24])[C:19]([O:21][CH3:22])=[O:20]. (2) Given the reactants [CH3:1][CH:2]1[CH2:8][C:7]2[CH:9]=[C:10]3[O:15][CH2:14][O:13][C:11]3=[CH:12][C:6]=2[C:5]([C:16]2[CH:21]=[CH:20][C:19]([N+:22]([O-:24])=[O:23])=[CH:18][CH:17]=2)=[N:4][N:3]1[C:25](=[S:27])[NH2:26].Cl[CH2:29][C:30](=O)[CH3:31].CN(C)C=O, predict the reaction product. The product is: [CH3:1][CH:2]1[CH2:8][C:7]2[CH:9]=[C:10]3[O:15][CH2:14][O:13][C:11]3=[CH:12][C:6]=2[C:5]([C:16]2[CH:17]=[CH:18][C:19]([N+:22]([O-:24])=[O:23])=[CH:20][CH:21]=2)=[N:4][N:3]1[C:25]1[S:27][CH:29]=[C:30]([CH3:31])[N:26]=1. (3) Given the reactants [C:1]([O:5][C:6]([NH:8][C@H:9]([C:11]([OH:13])=O)[CH3:10])=[O:7])([CH3:4])([CH3:3])[CH3:2].Cl.CN(C)CCCN=C=NCC.O.ON1C2C=CC=CC=2N=N1.C(N(CC)C(C)C)(C)C.FC(F)(F)C(O)=O.[NH2:53][C@H:54]([C:59]([O:61][CH2:62][CH2:63][O:64][C:65]1[CH:70]=[CH:69][C:68]([C:71]2[C:76]([C:77]#[N:78])=[C:75]([N:79]3[CH2:83][CH2:82][CH2:81][CH2:80]3)[N:74]=[C:73]([S:84][CH2:85][C:86]3[N:87]=[C:88]([C:91]4[CH:96]=[CH:95][C:94]([Cl:97])=[CH:93][CH:92]=4)[S:89][CH:90]=3)[C:72]=2[C:98]#[N:99])=[CH:67][CH:66]=1)=[O:60])[CH2:55][CH:56]([CH3:58])[CH3:57], predict the reaction product. The product is: [C:1]([O:5][C:6]([NH:8][C@H:9]([C:11]([NH:53][C@H:54]([C:59]([O:61][CH2:62][CH2:63][O:64][C:65]1[CH:66]=[CH:67][C:68]([C:71]2[C:76]([C:77]#[N:78])=[C:75]([N:79]3[CH2:83][CH2:82][CH2:81][CH2:80]3)[N:74]=[C:73]([S:84][CH2:85][C:86]3[N:87]=[C:88]([C:91]4[CH:96]=[CH:95][C:94]([Cl:97])=[CH:93][CH:92]=4)[S:89][CH:90]=3)[C:72]=2[C:98]#[N:99])=[CH:69][CH:70]=1)=[O:60])[CH2:55][CH:56]([CH3:57])[CH3:58])=[O:13])[CH3:10])=[O:7])([CH3:2])([CH3:3])[CH3:4]. (4) Given the reactants [C:1]([C:3]1[CH:4]=[CH:5][C:6]([O:21][CH2:22][CH:23]([CH2:26][CH3:27])[CH2:24][CH3:25])=[C:7]([CH:20]=1)[CH2:8][N:9]1[C:13]([CH3:14])=[CH:12][C:11]([CH2:15][CH2:16][C:17]([OH:19])=[O:18])=[N:10]1)#N.[OH-:28].[Na+].C[OH:31], predict the reaction product. The product is: [C:1]([C:3]1[CH:4]=[CH:5][C:6]([O:21][CH2:22][CH:23]([CH2:26][CH3:27])[CH2:24][CH3:25])=[C:7]([CH:20]=1)[CH2:8][N:9]1[C:13]([CH3:14])=[CH:12][C:11]([CH2:15][CH2:16][C:17]([OH:19])=[O:18])=[N:10]1)([OH:31])=[O:28].